Dataset: Full USPTO retrosynthesis dataset with 1.9M reactions from patents (1976-2016). Task: Predict the reactants needed to synthesize the given product. (1) Given the product [ClH:13].[NH2:1][CH:2]([CH2:3][S:4][C:9]([CH3:11])([CH3:10])[CH3:8])[C:5]([OH:7])=[O:6], predict the reactants needed to synthesize it. The reactants are: [NH2:1][C@H:2]([C:5]([OH:7])=[O:6])[CH2:3][SH:4].[CH3:8][C:9](O)([CH3:11])[CH3:10].[ClH:13]. (2) Given the product [C:12]([C:16]1[CH:20]=[C:19]([C:21]([O:23][CH2:24][CH3:25])=[O:22])[N:18]([C:6]2[CH:7]=[CH:8][C:3]([C:1]#[N:2])=[CH:4][CH:5]=2)[N:17]=1)([CH3:15])([CH3:13])[CH3:14], predict the reactants needed to synthesize it. The reactants are: [C:1]([C:3]1[CH:8]=[CH:7][C:6](B(O)O)=[CH:5][CH:4]=1)#[N:2].[C:12]([C:16]1[CH:20]=[C:19]([C:21]([O:23][CH2:24][CH3:25])=[O:22])[NH:18][N:17]=1)([CH3:15])([CH3:14])[CH3:13].N1C=CC=CC=1. (3) Given the product [O:12]=[C:13]1[CH2:17][N:16]([C:18]([O:20][C:21]([CH3:22])([CH3:23])[CH3:24])=[O:19])[C@H:15]([C:25]([O:27][CH3:28])=[O:26])[CH2:14]1, predict the reactants needed to synthesize it. The reactants are: C1C=C[NH+]=CC=1.[O-][Cr](Cl)(=O)=O.[OH:12][C@H:13]1[CH2:17][N:16]([C:18]([O:20][C:21]([CH3:24])([CH3:23])[CH3:22])=[O:19])[C@H:15]([C:25]([O:27][CH3:28])=[O:26])[CH2:14]1.CCOC(C)=O. (4) Given the product [N+:11]([C:10]1[C:4]2[S:3][C:2]([NH:22][CH:15]([C:16]3[CH:21]=[CH:20][CH:19]=[CH:18][CH:17]=3)[CH3:14])=[N:6][C:5]=2[CH:7]=[CH:8][CH:9]=1)([O-:13])=[O:12], predict the reactants needed to synthesize it. The reactants are: Cl[C:2]1[S:3][C:4]2[C:10]([N+:11]([O-:13])=[O:12])=[CH:9][CH:8]=[CH:7][C:5]=2[N:6]=1.[CH3:14][CH:15]([NH2:22])[C:16]1[CH:21]=[CH:20][CH:19]=[CH:18][CH:17]=1.